Dataset: Peptide-MHC class I binding affinity with 185,985 pairs from IEDB/IMGT. Task: Regression. Given a peptide amino acid sequence and an MHC pseudo amino acid sequence, predict their binding affinity value. This is MHC class I binding data. (1) The peptide sequence is FRHSVVVPY. The MHC is HLA-B15:01 with pseudo-sequence HLA-B15:01. The binding affinity (normalized) is 0.468. (2) The peptide sequence is EEAPAAVSF. The MHC is HLA-A30:01 with pseudo-sequence HLA-A30:01. The binding affinity (normalized) is 0.213. (3) The peptide sequence is AEIPLQWIAS. The MHC is HLA-B40:01 with pseudo-sequence HLA-B40:01. The binding affinity (normalized) is 0.287. (4) The peptide sequence is HLTWSHAGY. The MHC is HLA-A69:01 with pseudo-sequence HLA-A69:01. The binding affinity (normalized) is 0.0847. (5) The peptide sequence is SYRNFSFSL. The MHC is HLA-B08:02 with pseudo-sequence HLA-B08:02. The binding affinity (normalized) is 0.0847. (6) The peptide sequence is VNNLEHGLF. The MHC is HLA-A24:02 with pseudo-sequence HLA-A24:02. The binding affinity (normalized) is 0.0625.